Dataset: Full USPTO retrosynthesis dataset with 1.9M reactions from patents (1976-2016). Task: Predict the reactants needed to synthesize the given product. (1) Given the product [Cl:1][C:2]1[C:13]2[C:5](=[CH:6][C:7]([C:16]3[CH:21]=[CH:20][CH:19]=[CH:18][C:17]=3[Cl:22])=[C:8]3[C:12]=2[C:11](=[O:14])[NH:10][C:9]3=[O:15])[N:4]([CH2:23][CH2:24][CH2:25][O:26][CH3:27])[C:3]=1[CH2:28][OH:29], predict the reactants needed to synthesize it. The reactants are: [Cl:1][C:2]1[C:13]2[C:5](=[CH:6][C:7]([C:16]3[CH:21]=[CH:20][CH:19]=[CH:18][C:17]=3[Cl:22])=[C:8]3[C:12]=2[C:11](=[O:14])[NH:10][C:9]3=[O:15])[N:4]([CH2:23][CH2:24][CH2:25][O:26][CH3:27])[C:3]=1[CH:28]=[O:29].S(C)C. (2) Given the product [CH2:10]([O:9][C:3](=[O:8])[CH2:4][C:5](=[O:6])[CH2:7][CH:20]([OH:21])[CH2:19][CH:18]([CH3:22])[CH3:17])[CH3:11], predict the reactants needed to synthesize it. The reactants are: [H-].[Na+].[C:3]([O:9][CH2:10][CH3:11])(=[O:8])[CH2:4][C:5]([CH3:7])=[O:6].C([Li])CCC.[CH3:17][CH:18]([CH3:22])[CH2:19][CH:20]=[O:21].Cl. (3) Given the product [C:17]([C:19]1[CH:50]=[CH:49][C:22]([O:23][CH2:24][CH2:25][N:26]2[CH2:33][CH:32]3[O:34][CH:28]([CH2:29][N:30]([CH2:35][CH2:36][N:37]([CH3:1])[S:38]([C:41]4[CH:46]=[CH:45][C:44]([F:47])=[CH:43][C:42]=4[F:48])(=[O:40])=[O:39])[CH2:31]3)[CH2:27]2)=[C:21]([F:51])[CH:20]=1)#[N:18], predict the reactants needed to synthesize it. The reactants are: [C:1](C=P(CCCC)(CCCC)CCCC)#N.[C:17]([C:19]1[CH:50]=[CH:49][C:22]([O:23][CH2:24][CH2:25][N:26]2[CH2:33][CH:32]3[O:34][CH:28]([CH2:29][N:30]([CH2:35][CH2:36][NH:37][S:38]([C:41]4[CH:46]=[CH:45][C:44]([F:47])=[CH:43][C:42]=4[F:48])(=[O:40])=[O:39])[CH2:31]3)[CH2:27]2)=[C:21]([F:51])[CH:20]=1)#[N:18].C1COCC1. (4) Given the product [Cl:22][C:21]1[C:10]([Cl:9])=[CH:11][C:12]2[NH:16][C:15]([C:17]([OH:19])([CH3:4])[CH2:18][C:2]#[N:3])=[N:14][C:13]=2[CH:20]=1, predict the reactants needed to synthesize it. The reactants are: C[C:2]#[N:3].[CH2:4]([Li])CCC.[Cl:9][C:10]1[C:21]([Cl:22])=[CH:20][C:13]2[NH:14][C:15]([C:17](=[O:19])[CH3:18])=[N:16][C:12]=2[CH:11]=1.O. (5) Given the product [CH2:19]([O:18][C:16](=[O:17])[C:15](=[C:26]([S:22][CH3:21])[S:27][CH3:29])[C:13](=[O:14])[CH2:12][C:10]([O:9][CH2:8][CH3:7])=[O:11])[CH3:20], predict the reactants needed to synthesize it. The reactants are: C(=O)([O-])[O-].[K+].[K+].[CH3:7][CH2:8][O:9][C:10]([CH2:12][C:13]([CH2:15][C:16]([O:18][CH2:19][CH3:20])=[O:17])=[O:14])=[O:11].[C:21](=S)=[S:22].CI.[CH3:26][S:27]([CH3:29])=O. (6) Given the product [ClH:24].[Cl:26][C:19]1[CH:20]=[N+:21]([O-:25])[CH:22]=[C:23]([Cl:24])[C:18]=1[CH2:17][C@@H:16]([C:27]1[CH:32]=[CH:31][C:30]([O:33][CH:34]([F:36])[F:35])=[C:29]([O:37][CH3:38])[CH:28]=1)[O:15][C:13]([C@H:9]1[NH:8][CH2:12][CH2:11][S:10]1)=[O:14], predict the reactants needed to synthesize it. The reactants are: C(OC([N:8]1[CH2:12][CH2:11][S:10][C@H:9]1[C:13]([O:15][C@H:16]([C:27]1[CH:32]=[CH:31][C:30]([O:33][CH:34]([F:36])[F:35])=[C:29]([O:37][CH3:38])[CH:28]=1)[CH2:17][C:18]1[C:23]([Cl:24])=[CH:22][N+:21]([O-:25])=[CH:20][C:19]=1[Cl:26])=[O:14])=O)(C)(C)C.Cl. (7) Given the product [Br:13][C:14]1[CH:22]=[CH:21][C:17]([C:18]([O:20][CH3:6])=[O:19])=[CH:16][C:15]=1[S:23](=[O:25])(=[O:24])[NH:5][C:2]([CH3:4])([CH3:3])[CH3:1], predict the reactants needed to synthesize it. The reactants are: [CH3:1][C:2]([NH2:5])([CH3:4])[CH3:3].[CH2:6](N(CC)CC)C.[Br:13][C:14]1[CH:22]=[CH:21][C:17]([C:18]([OH:20])=[O:19])=[CH:16][C:15]=1[S:23](Cl)(=[O:25])=[O:24].Cl.S(=O)(=O)(O)O. (8) Given the product [S:1]1[CH:5]=[CH:4][C:3]([S:6][C:7]2[CH:12]=[CH:11][C:10]([NH2:13])=[CH:9][CH:8]=2)=[CH:2]1, predict the reactants needed to synthesize it. The reactants are: [S:1]1[CH:5]=[CH:4][C:3]([S:6][C:7]2[CH:12]=[CH:11][C:10]([N+:13]([O-])=O)=[CH:9][CH:8]=2)=[CH:2]1.NC1C=CC=CC=1. (9) Given the product [Cl:23][C:20]1[CH:19]=[CH:18][C:17]([C:11]([N:6]2[C:7]3[C:3](=[C:2]([NH:1][S:32]([CH3:31])(=[O:34])=[O:33])[CH:10]=[CH:9][CH:8]=3)[CH:4]=[CH:5]2)([CH2:15][CH3:16])[CH2:12][C:13]#[N:14])=[CH:22][CH:21]=1, predict the reactants needed to synthesize it. The reactants are: [NH2:1][C:2]1[CH:10]=[CH:9][CH:8]=[C:7]2[C:3]=1[CH:4]=[CH:5][N:6]2[C:11]([C:17]1[CH:22]=[CH:21][C:20]([Cl:23])=[CH:19][CH:18]=1)([CH2:15][CH3:16])[CH2:12][C:13]#[N:14].CN1CCOCC1.[CH3:31][S:32](Cl)(=[O:34])=[O:33]. (10) Given the product [C:1]([O:4][CH2:5][C@H:6]1[CH2:11][C@@H:10]([O:12][C:13](=[O:15])[CH3:14])[CH2:9][CH2:8][C@@:7]1([C@H:17]1[CH2:25][CH2:24][C@@:23]2([CH3:26])[C@@H:19]([CH2:20][CH2:21][C:22]2=[CH2:27])[C@@H:18]1/[CH:28]=[N:33]\[O:31][CH3:32])[CH3:16])(=[O:3])[CH3:2], predict the reactants needed to synthesize it. The reactants are: [C:1]([O:4][CH2:5][C@H:6]1[CH2:11][C@@H:10]([O:12][C:13](=[O:15])[CH3:14])[CH2:9][CH2:8][C@@:7]1([C@H:17]1[CH2:25][CH2:24][C@@:23]2([CH3:26])[C@@H:19]([CH2:20][CH2:21][C:22]2=[CH2:27])[C@@H:18]1[CH:28]=O)[CH3:16])(=[O:3])[CH3:2].Cl.[O:31]([NH2:33])[CH3:32].